This data is from Forward reaction prediction with 1.9M reactions from USPTO patents (1976-2016). The task is: Predict the product of the given reaction. (1) Given the reactants [NH2:1][C:2]1[O:6][N:5]=[C:4]([CH3:7])[C:3]=1[Cl:8].[S:9]1[CH:13]=[CH:12][N:11]=[C:10]1[S:14](Cl)(=[O:16])=[O:15], predict the reaction product. The product is: [Cl:8][C:3]1[C:4]([CH3:7])=[N:5][O:6][C:2]=1[NH:1][S:14]([C:10]1[S:9][CH:13]=[CH:12][N:11]=1)(=[O:16])=[O:15]. (2) Given the reactants [C:1]([OH:8])(=[O:7])/[CH:2]=[CH:3]/[C:4]([OH:6])=[O:5].[NH2:9][CH2:10][CH2:11][O:12]/[N:13]=[C:14]1/[C:15]([CH3:37])([CH3:36])[C@@:16]2([OH:35])[C@:29]([CH3:32])([CH2:30][CH2:31]/1)[C@@H:28]1[C@H:19]([C@H:20]3[C@@:24]([CH2:26][CH2:27]1)([CH3:25])[C@@H:23]([OH:33])[CH2:22][CH2:21]3)[CH2:18][C@@H:17]2[OH:34].C1C(=O)N(Br)C(=O)C1.C1COCC1, predict the reaction product. The product is: [C:1]([OH:8])(=[O:7])/[CH:2]=[CH:3]/[C:4]([OH:6])=[O:5].[NH2:9][CH2:10][CH2:11][O:12]/[N:13]=[C:14]1/[C:15]([CH3:37])([CH3:36])[C@@:16]2([OH:35])[C@:29]([CH3:32])([CH2:30][CH2:31]/1)[C@@H:28]1[C@H:19]([C@H:20]3[C@@:24]([CH2:26][CH2:27]1)([CH3:25])[C:23](=[O:33])[CH2:22][CH2:21]3)[CH2:18][C@@H:17]2[OH:34].